From a dataset of Reaction yield outcomes from USPTO patents with 853,638 reactions. Predict the reaction yield, written as a fraction of the theoretical maximum amount of product (1.0 means a 100% yield; for example, 0.34 means a 34% yield). (1) The reactants are Br[C:2]1[CH:7]=[C:6]([O:8][CH3:9])[CH:5]=[C:4]([O:10][CH3:11])[CH:3]=1.[Cl:12][C:13]1[N:18]=[C:17]([NH2:19])[C:16]([CH3:20])=[CH:15][N:14]=1.CC1(C)C2C(=C(P(C3C=CC=CC=3)C3C=CC=CC=3)C=CC=2)OC2C(P(C3C=CC=CC=3)C3C=CC=CC=3)=CC=CC1=2.CC(C)([O-])C.[K+]. The product is [Cl:12][C:13]1[N:18]=[C:17]([NH:19][C:2]2[CH:7]=[C:6]([O:8][CH3:9])[CH:5]=[C:4]([O:10][CH3:11])[CH:3]=2)[C:16]([CH3:20])=[CH:15][N:14]=1. The yield is 0.330. The catalyst is O1CCOCC1.CN(C=O)C.CC([O-])=O.CC([O-])=O.[Pd+2]. (2) The reactants are [O:1]1[CH:5]=[CH:4][CH:3]=[C:2]1[C:6]1[CH:11]=[CH:10][N:9]=[C:8]([NH2:12])[N:7]=1.[Br:13]N1C(=O)CCC1=O. The catalyst is CN(C)C=O.C(=O)(O)[O-].[Na+]. The product is [Br:13][C:11]1[C:6]([C:2]2[O:1][CH:5]=[CH:4][CH:3]=2)=[N:7][C:8]([NH2:12])=[N:9][CH:10]=1. The yield is 0.840. (3) The yield is 0.710. The product is [NH:43]1[C:47]2[CH:48]=[CH:49][CH:50]=[CH:51][C:46]=2[N:45]=[C:44]1[CH2:52][N:53]([CH:58]1[C:67]2[N:66]=[CH:65][CH:64]=[CH:63][C:62]=2[CH2:61][CH2:60][CH2:59]1)[CH2:54][CH2:55][CH2:56][NH:57][C:7](=[O:9])[C:6]1[CH:10]=[C:2]([Br:1])[CH:3]=[N:4][CH:5]=1. The catalyst is CN(C=O)C.C(OCC)(=O)C.O. The reactants are [Br:1][C:2]1[CH:3]=[N:4][CH:5]=[C:6]([CH:10]=1)[C:7]([OH:9])=O.O.ON1C2C=CC=CC=2N=N1.Cl.CN(C)CCCN=C=NCC.C(N(CC)C(C)C)(C)C.[NH:43]1[C:47]2[CH:48]=[CH:49][CH:50]=[CH:51][C:46]=2[N:45]=[C:44]1[CH2:52][N:53]([CH:58]1[C:67]2[N:66]=[CH:65][CH:64]=[CH:63][C:62]=2[CH2:61][CH2:60][CH2:59]1)[CH2:54][CH2:55][CH2:56][NH2:57]. (4) The reactants are [F:1][C:2]1[CH:9]=[CH:8][C:5]([CH2:6][NH2:7])=[CH:4][CH:3]=1.C(N(CC)CC)C.[CH:17]1([C:23]2[C:31]3[C:26](=[CH:27][CH:28]=[CH:29][CH:30]=3)[N:25]([S:32]([C:35]3[CH:43]=[CH:42][C:38]([C:39](O)=[O:40])=[CH:37][CH:36]=3)(=[O:34])=[O:33])[CH:24]=2)[CH2:22][CH2:21][CH2:20][CH2:19][CH2:18]1.F[P-](F)(F)(F)(F)F.N1(O[P+](N(C)C)(N(C)C)N(C)C)C2C=CC=CC=2N=N1. No catalyst specified. The product is [CH:17]1([C:23]2[C:31]3[C:26](=[CH:27][CH:28]=[CH:29][CH:30]=3)[N:25]([S:32]([C:35]3[CH:36]=[CH:37][C:38]([C:39]([NH:7][CH2:6][C:5]4[CH:8]=[CH:9][C:2]([F:1])=[CH:3][CH:4]=4)=[O:40])=[CH:42][CH:43]=3)(=[O:33])=[O:34])[CH:24]=2)[CH2:18][CH2:19][CH2:20][CH2:21][CH2:22]1. The yield is 0.990. (5) The reactants are [NH2:1][C:2]1[CH:14]=[CH:13][CH:12]=[CH:11][C:3]=1[C:4]([O:6][C:7]([CH3:10])([CH3:9])[CH3:8])=[O:5].[C:15]([CH2:17][C:18](O)=[O:19])#[N:16].N1(O)C2C=CC=CC=2N=N1.Cl.CN(C)CCCN=C=NCC. The catalyst is ClCCl. The product is [C:15]([CH2:17][C:18]([NH:1][C:2]1[CH:14]=[CH:13][CH:12]=[CH:11][C:3]=1[C:4]([O:6][C:7]([CH3:10])([CH3:9])[CH3:8])=[O:5])=[O:19])#[N:16]. The yield is 1.00. (6) The product is [CH3:1][O:2][C:3](=[O:17])[C:4]1[CH:9]=[C:8]([N:10]2[CH2:14][CH2:13][CH2:12][C:11]2=[O:15])[CH:7]=[C:6]([NH:16][C:25](=[O:27])[CH3:26])[CH:5]=1. The catalyst is C(Cl)Cl.CCOC(C)=O. The reactants are [CH3:1][O:2][C:3](=[O:17])[C:4]1[CH:9]=[C:8]([N:10]2[CH2:14][CH2:13][CH2:12][C:11]2=[O:15])[CH:7]=[C:6]([NH2:16])[CH:5]=1.CCN(CC)CC.[C:25](OC(=O)C)(=[O:27])[CH3:26]. The yield is 0.710. (7) The reactants are [CH:1]([N-]C(C)C)(C)C.C([Li])CCC.[CH3:13][O:14][C:15](=[O:27])[CH2:16][C:17]1[CH:22]=[CH:21][C:20]([S:23]([CH3:26])(=[O:25])=[O:24])=[CH:19][CH:18]=1.CN1CCCN(C)C1=O.IC. The catalyst is C1COCC1.O. The product is [CH3:13][O:14][C:15](=[O:27])[CH:16]([C:17]1[CH:18]=[CH:19][C:20]([S:23]([CH3:26])(=[O:24])=[O:25])=[CH:21][CH:22]=1)[CH3:1]. The yield is 0.885. (8) The reactants are [N+:1]([C:4]1[CH:9]=[CH:8][C:7]([C:10]2[O:11][C:12]3[CH:13]=[N:14][CH:15]=[CH:16][C:17]=3[N:18]=2)=[CH:6][CH:5]=1)([O-])=O.[NH4+].[Cl-].O. The catalyst is [Fe].CO. The product is [N:18]1[C:17]2[CH:16]=[CH:15][N:14]=[CH:13][C:12]=2[O:11][C:10]=1[C:7]1[CH:6]=[CH:5][C:4]([NH2:1])=[CH:9][CH:8]=1. The yield is 0.640. (9) The reactants are [CH2:1]([N:8]([CH2:24][C:25]1[CH:30]=[CH:29][CH:28]=[CH:27][CH:26]=1)[C@@H:9]([CH2:13][C:14]1[CH:19]=[CH:18][C:17]([C:20]([F:23])([F:22])[F:21])=[CH:16][CH:15]=1)[C:10]([OH:12])=O)[C:2]1[CH:7]=[CH:6][CH:5]=[CH:4][CH:3]=1.Cl.[CH3:32][NH:33][O:34][CH3:35].N1C2C(=NC=CC=2)N(O)N=1.C1(N=C=NC2CCCCC2)CCCCC1. The catalyst is CCOCC.CCCCCC.CN(C=O)C. The product is [CH2:1]([N:8]([CH2:24][C:25]1[CH:30]=[CH:29][CH:28]=[CH:27][CH:26]=1)[C@@H:9]([CH2:13][C:14]1[CH:19]=[CH:18][C:17]([C:20]([F:22])([F:21])[F:23])=[CH:16][CH:15]=1)[C:10]([N:33]([O:34][CH3:35])[CH3:32])=[O:12])[C:2]1[CH:3]=[CH:4][CH:5]=[CH:6][CH:7]=1. The yield is 0.673.